From a dataset of Forward reaction prediction with 1.9M reactions from USPTO patents (1976-2016). Predict the product of the given reaction. (1) Given the reactants [NH2:1][C:2]([CH3:6])([CH3:5])[CH2:3][OH:4].Br[CH2:8][CH2:9][CH2:10][CH3:11].Cl, predict the reaction product. The product is: [CH2:8]([NH:1][C:2]([CH3:6])([CH3:5])[CH2:3][OH:4])[CH2:9][CH2:10][CH3:11]. (2) The product is: [OH:43][CH2:42][CH:38]([NH:37][C:15]([C:13]1[C:12]2[C:7]([N:6]=[C:5]3[C:14]=1[CH:1]=[CH:2][CH:3]=[CH:4]3)=[CH:8][CH:9]=[CH:10][CH:11]=2)=[O:17])[CH:39]([OH:40])[CH3:41]. Given the reactants [CH:1]1[C:14]2[C:5](=[N:6][C:7]3[C:12]([C:13]=2[C:15]([OH:17])=O)=[CH:11][CH:10]=[CH:9][CH:8]=3)[CH:4]=[CH:3][CH:2]=1.CC(N=C=NC(C)C)C.ON1C2C=CC=CC=2N=N1.[NH2:37][C@H:38]([CH2:42][OH:43])[C@@H:39]([CH3:41])[OH:40], predict the reaction product. (3) Given the reactants [Cl:1][C:2]1[CH:3]=[CH:4][C:5]2[N:11]([CH2:12][C:13]([CH3:17])([CH3:16])[CH2:14][OH:15])[C:10](=[O:18])[C@@H:9]([CH2:19][C:20]([NH:22][CH2:23][CH2:24][CH2:25][CH2:26][C:27]([O:29]C)=[O:28])=[O:21])[O:8][C@H:7]([C:31]3[CH:36]=[CH:35][CH:34]=[C:33]([O:37][CH3:38])[C:32]=3[O:39][CH3:40])[C:6]=2[CH:41]=1.[OH-].[Na+].C(O)C, predict the reaction product. The product is: [Cl:1][C:2]1[CH:3]=[CH:4][C:5]2[N:11]([CH2:12][C:13]([CH3:16])([CH3:17])[CH2:14][OH:15])[C:10](=[O:18])[C@@H:9]([CH2:19][C:20]([NH:22][CH2:23][CH2:24][CH2:25][CH2:26][C:27]([OH:29])=[O:28])=[O:21])[O:8][C@H:7]([C:31]3[CH:36]=[CH:35][CH:34]=[C:33]([O:37][CH3:38])[C:32]=3[O:39][CH3:40])[C:6]=2[CH:41]=1. (4) Given the reactants [CH2:1]([N:8]([S:16]([CH2:19][CH2:20][CH2:21]Cl)(=[O:18])=[O:17])[C:9](=[O:15])[O:10][C:11]([CH3:14])([CH3:13])[CH3:12])[C:2]1[CH:7]=[CH:6][CH:5]=[CH:4][CH:3]=1.[CH3:23][NH:24][CH2:25][CH2:26][NH:27][CH3:28].C([O-])([O-])=O.[K+].[K+], predict the reaction product. The product is: [CH2:1]([N:8]([S:16]([CH2:19][CH2:20][CH2:21][N:24]([CH3:23])[CH2:25][CH2:26][NH:27][CH3:28])(=[O:18])=[O:17])[C:9](=[O:15])[O:10][C:11]([CH3:14])([CH3:13])[CH3:12])[C:2]1[CH:7]=[CH:6][CH:5]=[CH:4][CH:3]=1. (5) The product is: [NH2:26][C:23]1([CH2:22][NH:21][C:14]2[N:15]=[N:16][C:17]([C:18]([NH2:19])=[O:20])=[C:12]([NH:11][C:9]3[CH:8]=[CH:7][CH:6]=[C:5]([C:1]([CH3:4])([CH3:3])[CH3:2])[N:10]=3)[CH:13]=2)[CH2:24][CH2:25]1. Given the reactants [C:1]([C:5]1[N:10]=[C:9]([NH:11][C:12]2[CH:13]=[C:14]([NH:21][CH2:22][C:23]3([NH:26]C(=O)OC(C)(C)C)[CH2:25][CH2:24]3)[N:15]=[N:16][C:17]=2[C:18](=[O:20])[NH2:19])[CH:8]=[CH:7][CH:6]=1)([CH3:4])([CH3:3])[CH3:2].C(O)(C(F)(F)F)=O, predict the reaction product.